This data is from Forward reaction prediction with 1.9M reactions from USPTO patents (1976-2016). The task is: Predict the product of the given reaction. The product is: [CH3:1][O:2][C:3](=[O:9])[C:4]([CH3:8])([CH3:7])[CH2:5][N:23]1[CH2:24][CH2:25][O:26][CH:21]([C:18]2[CH:19]=[CH:20][C:15]([O:14][CH2:13][C:12]3[C:11]([Cl:10])=[CH:30][CH:29]=[CH:28][C:27]=3[Cl:31])=[CH:16][CH:17]=2)[CH2:22]1. Given the reactants [CH3:1][O:2][C:3](=[O:9])[C:4]([CH3:8])([CH3:7])[CH:5]=O.[Cl:10][C:11]1[CH:30]=[CH:29][CH:28]=[C:27]([Cl:31])[C:12]=1[CH2:13][O:14][C:15]1[CH:20]=[CH:19][C:18]([CH:21]2[O:26][CH2:25][CH2:24][NH:23][CH2:22]2)=[CH:17][CH:16]=1.[BH-](OC(C)=O)(OC(C)=O)OC(C)=O.[Na+].C([O-])(O)=O.[Na+], predict the reaction product.